This data is from Forward reaction prediction with 1.9M reactions from USPTO patents (1976-2016). The task is: Predict the product of the given reaction. Given the reactants [N+:1]([C:4]1[CH:9]=[CH:8][CH:7]=[CH:6][C:5]=1[CH2:10][C:11]([OH:13])=[O:12])([O-:3])=[O:2].OS(O)(=O)=O.[CH2:19](O)[CH3:20], predict the reaction product. The product is: [N+:1]([C:4]1[CH:9]=[CH:8][CH:7]=[CH:6][C:5]=1[CH2:10][C:11]([O:13][CH2:19][CH3:20])=[O:12])([O-:3])=[O:2].